The task is: Regression. Given two drug SMILES strings and cell line genomic features, predict the synergy score measuring deviation from expected non-interaction effect.. This data is from NCI-60 drug combinations with 297,098 pairs across 59 cell lines. (1) Drug 1: CN1CCC(CC1)COC2=C(C=C3C(=C2)N=CN=C3NC4=C(C=C(C=C4)Br)F)OC. Drug 2: CN1C(=O)N2C=NC(=C2N=N1)C(=O)N. Cell line: LOX IMVI. Synergy scores: CSS=9.61, Synergy_ZIP=-4.19, Synergy_Bliss=-4.71, Synergy_Loewe=-17.2, Synergy_HSA=-2.87. (2) Drug 1: CNC(=O)C1=NC=CC(=C1)OC2=CC=C(C=C2)NC(=O)NC3=CC(=C(C=C3)Cl)C(F)(F)F. Drug 2: COCCOC1=C(C=C2C(=C1)C(=NC=N2)NC3=CC=CC(=C3)C#C)OCCOC.Cl. Cell line: 786-0. Synergy scores: CSS=16.2, Synergy_ZIP=0.0202, Synergy_Bliss=3.38, Synergy_Loewe=7.23, Synergy_HSA=6.44. (3) Drug 1: C1=CC(=C2C(=C1NCCNCCO)C(=O)C3=C(C=CC(=C3C2=O)O)O)NCCNCCO. Drug 2: C1=C(C(=O)NC(=O)N1)N(CCCl)CCCl. Cell line: SR. Synergy scores: CSS=98.3, Synergy_ZIP=10.1, Synergy_Bliss=9.88, Synergy_Loewe=9.45, Synergy_HSA=12.3. (4) Drug 1: CN(C)C1=NC(=NC(=N1)N(C)C)N(C)C. Drug 2: C1=CC=C(C(=C1)C(C2=CC=C(C=C2)Cl)C(Cl)Cl)Cl. Cell line: MOLT-4. Synergy scores: CSS=7.27, Synergy_ZIP=10.8, Synergy_Bliss=8.03, Synergy_Loewe=3.20, Synergy_HSA=3.33. (5) Drug 1: CC12CCC3C(C1CCC2=O)CC(=C)C4=CC(=O)C=CC34C. Drug 2: C1=CC=C(C=C1)NC(=O)CCCCCCC(=O)NO. Cell line: MALME-3M. Synergy scores: CSS=65.4, Synergy_ZIP=2.47, Synergy_Bliss=5.32, Synergy_Loewe=5.07, Synergy_HSA=5.47. (6) Drug 1: C1CCC(C1)C(CC#N)N2C=C(C=N2)C3=C4C=CNC4=NC=N3. Drug 2: CN1C2=C(C=C(C=C2)N(CCCl)CCCl)N=C1CCCC(=O)O.Cl. Cell line: ACHN. Synergy scores: CSS=9.60, Synergy_ZIP=-2.11, Synergy_Bliss=2.87, Synergy_Loewe=1.09, Synergy_HSA=1.45. (7) Drug 1: C1C(C(OC1N2C=NC3=C(N=C(N=C32)Cl)N)CO)O. Synergy scores: CSS=5.71, Synergy_ZIP=4.28, Synergy_Bliss=3.63, Synergy_Loewe=-9.82, Synergy_HSA=-1.16. Cell line: EKVX. Drug 2: CC1C(C(CC(O1)OC2CC(OC(C2O)C)OC3=CC4=CC5=C(C(=O)C(C(C5)C(C(=O)C(C(C)O)O)OC)OC6CC(C(C(O6)C)O)OC7CC(C(C(O7)C)O)OC8CC(C(C(O8)C)O)(C)O)C(=C4C(=C3C)O)O)O)O. (8) Drug 1: CCCCCOC(=O)NC1=NC(=O)N(C=C1F)C2C(C(C(O2)C)O)O. Drug 2: CC1C(C(CC(O1)OC2CC(CC3=C2C(=C4C(=C3O)C(=O)C5=C(C4=O)C(=CC=C5)OC)O)(C(=O)CO)O)N)O.Cl. Cell line: MALME-3M. Synergy scores: CSS=32.3, Synergy_ZIP=-4.02, Synergy_Bliss=-2.39, Synergy_Loewe=-49.8, Synergy_HSA=-3.03.